This data is from Full USPTO retrosynthesis dataset with 1.9M reactions from patents (1976-2016). The task is: Predict the reactants needed to synthesize the given product. (1) Given the product [F:11][C:3]1[CH:4]=[C:5]([N+:8]([O-:10])=[O:9])[CH:6]=[CH:7][C:2]=1[NH:13][NH2:14], predict the reactants needed to synthesize it. The reactants are: F[C:2]1[CH:7]=[CH:6][C:5]([N+:8]([O-:10])=[O:9])=[CH:4][C:3]=1[F:11].O.[NH2:13][NH2:14]. (2) Given the product [CH2:11]([O:14][C@@H:15]1[C@@H:23]([CH:24]=[O:25])[O:22][C@H:21]2[C@H:17]([N:18]=[C:19]([N:26]([CH3:34])[C:27](=[O:33])[O:28][C:29]([CH3:30])([CH3:31])[CH3:32])[S:20]2)[C@H:16]1[O:35][CH2:36][CH:37]=[CH2:38])[CH:12]=[CH2:13], predict the reactants needed to synthesize it. The reactants are: CS(C)=O.C(Cl)(=O)C(Cl)=O.[CH2:11]([O:14][C@@H:15]1[C@@H:23]([CH2:24][OH:25])[O:22][C@H:21]2[C@H:17]([N:18]=[C:19]([N:26]([CH3:34])[C:27](=[O:33])[O:28][C:29]([CH3:32])([CH3:31])[CH3:30])[S:20]2)[C@H:16]1[O:35][CH2:36][CH:37]=[CH2:38])[CH:12]=[CH2:13].C(N(CC)CC)C. (3) Given the product [CH3:1][N:2]([CH2:4][C:5]1[C:13]2[O:12][N:11]=[C:10]([CH2:14][CH2:15][CH:16]3[CH2:21][CH2:20][N:19]([C:29]4[CH:34]=[CH:33][N:32]=[CH:31][CH:30]=4)[CH2:18][CH2:17]3)[C:9]=2[CH:8]=[CH:7][C:6]=1[O:22][CH2:23][CH:24]1[CH2:25][CH2:26]1)[CH3:3], predict the reactants needed to synthesize it. The reactants are: [CH3:1][N:2]([CH2:4][C:5]1[C:13]2[O:12][N:11]=[C:10]([CH2:14][CH2:15][CH:16]3[CH2:21][CH2:20][NH:19][CH2:18][CH2:17]3)[C:9]=2[CH:8]=[CH:7][C:6]=1[O:22][CH2:23][CH:24]1[CH2:26][CH2:25]1)[CH3:3].Cl.Cl[C:29]1[CH:34]=[CH:33][N:32]=[CH:31][CH:30]=1.C(N(CC)C(C)C)(C)C.[OH-].[Na+]. (4) The reactants are: Br[C:2]1[CH:3]=[C:4]2[C:10]([C@@H:11]([C:13]3[C:18]([Cl:19])=[CH:17][CH:16]=[C:15]([F:20])[C:14]=3[Cl:21])[CH3:12])=[CH:9][N:8](C([C@@H](NC(=O)CC3C4C=CC=CC=4C4C3=CC=CC=4)CC(C)C)=O)[C:5]2=[N:6][CH:7]=1.[OH-].[Na+].C([O:50][C:51](=[O:67])[CH2:52][N:53]1[CH:57]=[C:56](B2OC(C)(C)C(C)(C)O2)[CH:55]=[N:54]1)C.[F-].[K+].[Li+].[OH-].Cl. Given the product [Cl:21][C:14]1[C:15]([F:20])=[CH:16][CH:17]=[C:18]([Cl:19])[C:13]=1[C@H:11]([C:10]1[C:4]2[C:5](=[N:6][CH:7]=[C:2]([C:56]3[CH:55]=[N:54][N:53]([CH2:52][C:51]([OH:67])=[O:50])[CH:57]=3)[CH:3]=2)[NH:8][CH:9]=1)[CH3:12], predict the reactants needed to synthesize it. (5) Given the product [Cl-:1].[CH3:15][O:14][C:10]1[CH:9]=[C:8]([C:6]2[O:5][N:4]=[C:3]([CH2:2][N+:28]34[CH2:29][CH2:30][CH:31]([CH2:32][CH2:33]3)[C@@H:26]([O:25][C:23](=[O:24])[C@@H:22]([C:16]3[CH:21]=[CH:20][CH:19]=[CH:18][CH:17]=3)[NH:34][C:35]3[CH:40]=[CH:39][CH:38]=[CH:37][CH:36]=3)[CH2:27]4)[N:7]=2)[CH:13]=[CH:12][CH:11]=1, predict the reactants needed to synthesize it. The reactants are: [Cl:1][CH2:2][C:3]1[N:7]=[C:6]([C:8]2[CH:13]=[CH:12][CH:11]=[C:10]([O:14][CH3:15])[CH:9]=2)[O:5][N:4]=1.[C:16]1([C@@H:22]([NH:34][C:35]2[CH:40]=[CH:39][CH:38]=[CH:37][CH:36]=2)[C:23]([O:25][C@@H:26]2[CH:31]3[CH2:32][CH2:33][N:28]([CH2:29][CH2:30]3)[CH2:27]2)=[O:24])[CH:21]=[CH:20][CH:19]=[CH:18][CH:17]=1.